This data is from Full USPTO retrosynthesis dataset with 1.9M reactions from patents (1976-2016). The task is: Predict the reactants needed to synthesize the given product. (1) Given the product [CH3:1][O:2][C:3]1[C:4]([CH3:13])=[CH:5][C:6]([C:7]([O:9][CH3:15])=[O:8])=[CH:10][C:11]=1[CH3:12], predict the reactants needed to synthesize it. The reactants are: [CH3:1][O:2][C:3]1[C:11]([CH3:12])=[CH:10][C:6]([C:7]([OH:9])=[O:8])=[CH:5][C:4]=1[CH3:13].O.[CH3:15]O. (2) Given the product [Cl:1][C:2]1[CH:22]=[C:21]([Cl:23])[CH:20]=[CH:19][C:3]=1[CH2:4][N:5]1[C:9]([CH2:10][CH2:11][C:12]([NH:28][S:25]([CH3:24])(=[O:27])=[O:26])=[O:13])=[CH:8][C:7]([O:15][CH:16]([CH3:18])[CH3:17])=[N:6]1, predict the reactants needed to synthesize it. The reactants are: [Cl:1][C:2]1[CH:22]=[C:21]([Cl:23])[CH:20]=[CH:19][C:3]=1[CH2:4][N:5]1[C:9]([CH2:10][CH2:11][C:12](O)=[O:13])=[CH:8][C:7]([O:15][CH:16]([CH3:18])[CH3:17])=[N:6]1.[CH3:24][S:25]([NH2:28])(=[O:27])=[O:26].N12CCCN=C1CCCCC2.Cl.